This data is from Full USPTO retrosynthesis dataset with 1.9M reactions from patents (1976-2016). The task is: Predict the reactants needed to synthesize the given product. (1) Given the product [Br:1][C:2]1[N:7]=[CH:6][C:5]([CH:8]2[O:21][CH2:19][CH2:18][N:10]([C:11]([O:12][C:13]([CH3:16])([CH3:15])[CH3:14])=[O:17])[CH2:9]2)=[CH:4][C:3]=1[CH3:22], predict the reactants needed to synthesize it. The reactants are: [Br:1][C:2]1[N:7]=[CH:6][C:5]([CH:8]([OH:21])[CH2:9][N:10]([CH2:18][CH2:19]O)[C:11](=[O:17])[O:12][C:13]([CH3:16])([CH3:15])[CH3:14])=[CH:4][C:3]=1[CH3:22].C(N(CC)CC)C.CS(Cl)(=O)=O. (2) The reactants are: [Br:1][C:2]1[CH:18]=[CH:17][C:5]([O:6][CH:7]2[CH2:16][CH2:15][C:10]3(OCC[O:11]3)[CH2:9][CH2:8]2)=[CH:4][CH:3]=1.Cl.C([O-])(O)=O.[Na+]. Given the product [Br:1][C:2]1[CH:3]=[CH:4][C:5]([O:6][CH:7]2[CH2:8][CH2:9][C:10](=[O:11])[CH2:15][CH2:16]2)=[CH:17][CH:18]=1, predict the reactants needed to synthesize it. (3) Given the product [Cl:1][C:2]1[CH:3]=[C:4]2[C:9](=[CH:10][C:11]=1[O:12][CH2:13][C:14]1[CH:19]=[CH:18][CH:17]=[CH:16][N:15]=1)[NH:8][C:7](=[O:20])[C:6]([CH:21]([NH:22][S:23]([C:25]([CH3:28])([CH3:27])[CH3:26])=[O:24])[CH3:29])=[CH:5]2, predict the reactants needed to synthesize it. The reactants are: [Cl:1][C:2]1[CH:3]=[C:4]2[C:9](=[CH:10][C:11]=1[O:12][CH2:13][C:14]1[CH:19]=[CH:18][CH:17]=[CH:16][N:15]=1)[NH:8][C:7](=[O:20])[C:6](/[CH:21]=[N:22]/[S:23]([C:25]([CH3:28])([CH3:27])[CH3:26])=[O:24])=[CH:5]2.[CH2:29](Cl)Cl.C[Mg]Br.O. (4) Given the product [F:1][C:2]([F:11])([F:12])[O:3][C:4]1[CH:5]=[CH:6][C:7]([O:10][CH2:20][CH:21]2[CH2:23][O:22]2)=[CH:8][CH:9]=1, predict the reactants needed to synthesize it. The reactants are: [F:1][C:2]([F:12])([F:11])[O:3][C:4]1[CH:9]=[CH:8][C:7]([OH:10])=[CH:6][CH:5]=1.C([O-])([O-])=O.[K+].[K+].Br[CH2:20][CH:21]1[CH2:23][O:22]1. (5) Given the product [CH3:3][O:4][C:5]([C:7]1[CH:8]=[C:9]2[C:13](=[CH:14][CH:15]=1)[N:12]([C:16]([O:18][C:19]([CH3:21])([CH3:20])[CH3:22])=[O:17])[CH:11]=[C:10]2[C:23]1([C:24]#[N:25])[CH2:29][CH2:28][CH2:27]1)=[O:6], predict the reactants needed to synthesize it. The reactants are: [H-].[Na+].[CH3:3][O:4][C:5]([C:7]1[CH:8]=[C:9]2[C:13](=[CH:14][CH:15]=1)[N:12]([C:16]([O:18][C:19]([CH3:22])([CH3:21])[CH3:20])=[O:17])[CH:11]=[C:10]2[CH2:23][C:24]#[N:25])=[O:6].Br[CH2:27][CH2:28][CH2:29]Br. (6) Given the product [CH3:18][C:12]1([CH3:19])[CH2:11][CH:10]([CH2:9][CH2:8][NH2:7])[CH2:15][C:14]([CH3:17])([CH3:16])[NH:13]1, predict the reactants needed to synthesize it. The reactants are: C(OC(=O)[NH:7][CH2:8][CH2:9][CH:10]1[CH2:15][C:14]([CH3:17])([CH3:16])[NH:13][C:12]([CH3:19])([CH3:18])[CH2:11]1)(C)(C)C. (7) The reactants are: C(O[C:5](=[O:7])[CH3:6])(=O)C.[O:8]=[CH:9][C@H:10]([C@H:12]([C@@H:14]([C@@H:16]([CH2:18][OH:19])[OH:17])[OH:15])[OH:13])[OH:11].C([O:23][CH2:24][CH3:25])(=O)C. Given the product [C:9]([O:11][C@@H:10]([C@H:12]([C@@H:14]([C@@H:16]([CH2:18][O:19][C:5](=[O:7])[CH3:6])[O:17][C:24](=[O:23])[CH3:25])[O:15][C:16](=[O:17])[CH3:18])[O:13][C:12](=[O:13])[CH3:14])[CH:9]=[O:8])(=[O:8])[CH3:10], predict the reactants needed to synthesize it. (8) Given the product [NH2:8][C:6]1[CH:5]=[C:4]([Cl:9])[N:3]=[C:2]([NH:13][CH2:11][CH3:12])[N:7]=1, predict the reactants needed to synthesize it. The reactants are: Cl[C:2]1[N:7]=[C:6]([NH2:8])[CH:5]=[C:4]([Cl:9])[N:3]=1.Cl.[CH2:11]([NH2:13])[CH3:12].CCN(CC)CC. (9) Given the product [Cl:1][C:2]1[S:9][C:8]2[CH:7]=[C:6]([C:10]3[CH:14]=[C:13]([O:15][CH3:16])/[C:12](=[CH:17]/[C:29]4[NH:28][C:27]([CH3:26])=[CH:31][C:30]=4[CH3:32])/[N:11]=3)[N:5]([C:19]([O:21][C:22]([CH3:23])([CH3:25])[CH3:24])=[O:20])[C:4]=2[CH:3]=1, predict the reactants needed to synthesize it. The reactants are: [Cl:1][C:2]1[S:9][C:8]2[CH:7]=[C:6]([C:10]3[NH:11][C:12]([CH:17]=O)=[C:13]([O:15][CH3:16])[CH:14]=3)[N:5]([C:19]([O:21][C:22]([CH3:25])([CH3:24])[CH3:23])=[O:20])[C:4]=2[CH:3]=1.[CH3:26][C:27]1[NH:28][CH:29]=[C:30]([CH3:32])[CH:31]=1.Cl. (10) Given the product [F:1][C:2]1[CH:3]=[CH:4][CH:5]=[C:6]2[C:10]=1[N:9]1[CH2:11][C@@H:12]([OH:15])[CH2:13][CH2:14][C:8]1=[C:7]2[CH2:16][C:17]([O:19][CH2:20][CH3:21])=[O:18], predict the reactants needed to synthesize it. The reactants are: [F:1][C:2]1[CH:3]=[CH:4][CH:5]=[C:6]2[C:10]=1[N:9]1[CH2:11][C:12](=[O:15])[CH2:13][CH2:14][C:8]1=[C:7]2[CH2:16][C:17]([O:19][CH2:20][CH3:21])=[O:18].